This data is from Peptide-MHC class II binding affinity with 134,281 pairs from IEDB. The task is: Regression. Given a peptide amino acid sequence and an MHC pseudo amino acid sequence, predict their binding affinity value. This is MHC class II binding data. (1) The peptide sequence is NVEVHTAQTQTHRED. The MHC is H-2-IAs with pseudo-sequence H-2-IAs. The binding affinity (normalized) is 0.0161. (2) The peptide sequence is DLQRSAMVYSSDD. The MHC is DRB5_0101 with pseudo-sequence DRB5_0101. The binding affinity (normalized) is 0. (3) The peptide sequence is AVWVDGKARTAWVDS. The MHC is DRB1_1201 with pseudo-sequence DRB1_1201. The binding affinity (normalized) is 0.187. (4) The peptide sequence is FPPNGTHSWEYWGAQ. The MHC is DRB1_0802 with pseudo-sequence DRB1_0802. The binding affinity (normalized) is 0.0945. (5) The peptide sequence is YKTIAFDEEARR. The MHC is DRB3_0101 with pseudo-sequence DRB3_0101. The binding affinity (normalized) is 0.450. (6) The peptide sequence is KAIKESTGGAYDTYK. The MHC is HLA-DPA10103-DPB10401 with pseudo-sequence HLA-DPA10103-DPB10401. The binding affinity (normalized) is 0.0371. (7) The peptide sequence is GEIRTMNNFLDREIYVNVEP. The MHC is DRB1_0401 with pseudo-sequence DRB1_0401. The binding affinity (normalized) is 0.449. (8) The peptide sequence is LGQTIRNSRWSSPDN. The MHC is DRB1_0701 with pseudo-sequence DRB1_0701. The binding affinity (normalized) is 0.290. (9) The peptide sequence is LVGPTPVNIIGRNLMTQIGC. The MHC is DRB3_0101 with pseudo-sequence DRB3_0101. The binding affinity (normalized) is 0.178. (10) The MHC is H-2-IAd with pseudo-sequence H-2-IAd. The binding affinity (normalized) is 0. The peptide sequence is AMRVTKDTNDNNLYK.